Dataset: Forward reaction prediction with 1.9M reactions from USPTO patents (1976-2016). Task: Predict the product of the given reaction. (1) The product is: [CH3:3][N:2]([C:4]1[C:9]2[CH2:10][C@@H:11]3[C:21]([C:22](=[O:23])[C:8]=2[C:7]([OH:33])=[CH:6][CH:5]=1)=[C:20]([OH:24])[C@@:19]1([OH:25])[C@H:13]([C@H:14]([N:30]([CH3:32])[CH3:31])[C:15]([OH:29])=[C:16]([C:26]([NH2:28])=[O:27])[C:17]1=[O:18])[CH2:12]3)[CH3:1]. Given the reactants [CH3:1][N:2]([C:4]1[C:9]2[CH2:10][C@@H:11]3[C:21]([C:22](=[O:23])[C:8]=2[C:7]([OH:33])=[CH:6][CH:5]=1)=[C:20]([OH:24])[C@@:19]1([OH:25])[C@H:13]([C@H:14]([N:30]([CH3:32])[CH3:31])[C:15]([OH:29])=[C:16]([C:26]([NH2:28])=[O:27])[C:17]1=[O:18])[CH2:12]3)[CH3:3].Cl.C([O-])(O)=O.[Na+], predict the reaction product. (2) Given the reactants [F:1][CH:2]([F:30])[O:3][C:4]1[C:9]([O:10][C:11]2[CH:12]=[C:13]([NH2:29])[C:14]([NH2:28])=[CH:15][C:16]=2[O:17][C:18]2[CH:19]=[N:20][C:21]([S:24]([CH3:27])(=[O:26])=[O:25])=[CH:22][CH:23]=2)=[CH:8][CH:7]=[CH:6][N:5]=1.[CH3:31][C:32]1[N:33]=[CH:34][C:35]([C:38](O)=O)=[N:36][CH:37]=1, predict the reaction product. The product is: [F:30][CH:2]([F:1])[O:3][C:4]1[C:9]([O:10][C:11]2[C:16]([O:17][C:18]3[CH:19]=[N:20][C:21]([S:24]([CH3:27])(=[O:26])=[O:25])=[CH:22][CH:23]=3)=[CH:15][C:14]3[NH:28][C:31]([C:32]4[CH:37]=[N:36][C:35]([CH3:38])=[CH:34][N:33]=4)=[N:29][C:13]=3[CH:12]=2)=[CH:8][CH:7]=[CH:6][N:5]=1. (3) Given the reactants [Cl:1][C:2]1[C:3]([CH:34]=C)=[C:4]([CH:15]=[C:16]([CH2:22][C:23]2[CH:28]=[CH:27][C:26]([N:29]3[CH:33]=[CH:32][CH:31]=[N:30]3)=[CH:25][CH:24]=2)[C:17]=1[C:18]([F:21])([F:20])[F:19])[C:5]([NH:7][C@@H:8]1[CH2:13][CH2:12][CH2:11][CH2:10][C@H:9]1[OH:14])=[O:6].CC(C)=[O:38].C(#N)C.I([O-])(=O)(=O)=O.[Na+], predict the reaction product. The product is: [Cl:1][C:2]1[C:17]([C:18]([F:20])([F:21])[F:19])=[C:16]([CH2:22][C:23]2[CH:24]=[CH:25][C:26]([N:29]3[CH:33]=[CH:32][CH:31]=[N:30]3)=[CH:27][CH:28]=2)[CH:15]=[C:4]2[C:3]=1[CH:34]([OH:38])[N:7]([C@@H:8]1[CH2:13][CH2:12][CH2:11][CH2:10][C@H:9]1[OH:14])[C:5]2=[O:6]. (4) Given the reactants [CH3:1][C:2]1[C:10]2[C:5]([NH:6][CH:7]=[N:8][C:9]=2[N:11]2[CH2:16][CH2:15][CH:14]([NH2:17])[CH2:13][CH2:12]2)=[N:4][CH:3]=1.[F:18][C@@H:19]1[CH2:23][CH2:22][N:21]([CH2:24][CH2:25][O:26][C:27]2[CH:28]=[C:29]([CH:33]=[CH:34][CH:35]=2)[C:30](O)=[O:31])[CH2:20]1.CCN(C(C)C)C(C)C.C(Cl)C[Cl:47].C1C=CC2N(O)N=NC=2C=1, predict the reaction product. The product is: [ClH:47].[F:18][C@@H:19]1[CH2:23][CH2:22][N:21]([CH2:24][CH2:25][O:26][C:27]2[CH:28]=[C:29]([CH:33]=[CH:34][CH:35]=2)[C:30]([NH:17][CH:14]2[CH2:15][CH2:16][N:11]([C:9]3[N:8]=[CH:7][NH:6][C:5]4=[N:4][CH:3]=[C:2]([CH3:1])[C:10]=34)[CH2:12][CH2:13]2)=[O:31])[CH2:20]1. (5) Given the reactants [NH2:1][C:2]([CH:11]1[CH2:16][CH2:15][CH2:14][CH:13]=[CH:12]1)([CH3:10])[C:3]([O:5][C:6]([CH3:9])([CH3:8])[CH3:7])=[O:4].[CH3:17][O:18][C:19]1[CH:28]=[CH:27][C:22]([CH2:23][N:24]=[C:25]=[O:26])=[CH:21][CH:20]=1, predict the reaction product. The product is: [CH:11]1([C:2]([NH:1][C:25]([NH:24][CH2:23][C:22]2[CH:27]=[CH:28][C:19]([O:18][CH3:17])=[CH:20][CH:21]=2)=[O:26])([CH3:10])[C:3]([O:5][C:6]([CH3:9])([CH3:8])[CH3:7])=[O:4])[CH2:16][CH2:15][CH2:14][CH:13]=[CH:12]1.